Dataset: Full USPTO retrosynthesis dataset with 1.9M reactions from patents (1976-2016). Task: Predict the reactants needed to synthesize the given product. (1) Given the product [CH3:34][CH:14]([CH3:13])[C:15]([O:17][C@H:18]([C@@H:21]1[CH2:25][C@@H:24]([O:26][C:27](=[O:29])[CH3:28])[C@H:23]([N:8]2[C:6]3[N:7]=[C:2]([NH2:1])[NH:3][C:4](=[O:12])[C:5]=3[S:10][C:9]2=[O:11])[O:22]1)[CH2:19][CH3:20])=[O:16], predict the reactants needed to synthesize it. The reactants are: [NH2:1][C:2]1[NH:3][C:4](=[O:12])[C:5]2[S:10][C:9](=[O:11])[NH:8][C:6]=2[N:7]=1.[CH3:13][CH:14]([CH3:34])[C:15]([O:17][C@H:18]([C@@H:21]1[CH2:25][C@@H:24]([O:26][C:27](=[O:29])[CH3:28])[C@@H:23](OC(=O)C)[O:22]1)[CH2:19][CH3:20])=[O:16].[Si](OS(C(F)(F)F)(=O)=O)(C)(C)C. (2) Given the product [Br:1][C:2]1[CH:8]=[CH:7][C:5]([NH:6][C:10](=[O:11])[O:12][C:13]([CH3:16])([CH3:15])[CH3:14])=[CH:4][C:3]=1[CH3:9], predict the reactants needed to synthesize it. The reactants are: [Br:1][C:2]1[CH:8]=[CH:7][C:5]([NH2:6])=[CH:4][C:3]=1[CH3:9].[C:10](O[C:10]([O:12][C:13]([CH3:16])([CH3:15])[CH3:14])=[O:11])([O:12][C:13]([CH3:16])([CH3:15])[CH3:14])=[O:11].C(N(CC)CC)C.O.